This data is from Forward reaction prediction with 1.9M reactions from USPTO patents (1976-2016). The task is: Predict the product of the given reaction. (1) Given the reactants [C:1]1(B2OC(C)(C)C(C)(C)O2)[CH2:5][CH2:4][CH2:3][CH:2]=1.[Cl:15][C:16]1[CH:21]=[C:20](I)[CH:19]=[CH:18][N:17]=1.C([O-])([O-])=O.[Na+].[Na+], predict the reaction product. The product is: [Cl:15][C:16]1[CH:21]=[C:20]([C:1]2[CH2:5][CH2:4][CH2:3][CH:2]=2)[CH:19]=[CH:18][N:17]=1. (2) Given the reactants [CH:1]1(/[C:7](/[CH2:11][CH3:12])=[CH:8]/[CH2:9][OH:10])[CH2:6][CH2:5][CH2:4][CH2:3][CH2:2]1.CC(OI1(OC(C)=O)(OC(C)=O)OC(=O)C2C=CC=CC1=2)=O.C([O-])(O)=O.[Na+].[O-]S([O-])(=S)=O.[Na+].[Na+], predict the reaction product. The product is: [CH:1]1(/[C:7](/[CH2:11][CH3:12])=[CH:8]/[CH:9]=[O:10])[CH2:6][CH2:5][CH2:4][CH2:3][CH2:2]1. (3) Given the reactants [Br:1][C:2]1[C:7](=[O:8])[N:6]2[CH:9]=[CH:10][CH:11]=[CH:12][C:5]2=[N:4][C:3]=1[CH:13]=[O:14].[CH3:15][Mg]Br, predict the reaction product. The product is: [Br:1][C:2]1[C:7](=[O:8])[N:6]2[CH:9]=[CH:10][CH:11]=[CH:12][C:5]2=[N:4][C:3]=1[CH:13]([OH:14])[CH3:15]. (4) Given the reactants [C:1]1([CH:7]([C:25]2[CH:30]=[CH:29][CH:28]=[CH:27][CH:26]=2)[CH2:8][NH:9][CH2:10][CH2:11][C@@H:12]([CH3:24])[O:13][C:14]2[CH:15]=[C:16]([CH2:20][C:21]([OH:23])=[O:22])[CH:17]=[CH:18][CH:19]=2)[CH:6]=[CH:5][CH:4]=[CH:3][CH:2]=1.[CH3:31][O:32][C:33]1[CH:40]=[CH:39][C:36]([CH:37]=O)=[CH:35][CH:34]=1.COC(=O)C.[Cl:46]C1C(C(F)(F)F)=CC=CC=1C=O.Cl.CCOCC, predict the reaction product. The product is: [ClH:46].[CH3:31][O:32][C:33]1[CH:40]=[CH:39][C:36]([CH2:37][N:9]([CH2:8][CH:7]([C:1]2[CH:2]=[CH:3][CH:4]=[CH:5][CH:6]=2)[C:25]2[CH:26]=[CH:27][CH:28]=[CH:29][CH:30]=2)[CH2:10][CH2:11][C@@H:12]([CH3:24])[O:13][C:14]2[CH:15]=[C:16]([CH2:20][C:21]([OH:23])=[O:22])[CH:17]=[CH:18][CH:19]=2)=[CH:35][CH:34]=1. (5) Given the reactants [CH2:1]([N:5]1[C:10]2[N:11]=[C:12](SC)[N:13]=[CH:14][C:9]=2[CH:8]=[CH:7][C:6]1=[O:17])[CH2:2][CH2:3][CH3:4].O.C(Cl)(Cl)[Cl:20], predict the reaction product. The product is: [CH2:1]([N:5]1[C:10]2[N:11]=[C:12]([Cl:20])[N:13]=[CH:14][C:9]=2[CH:8]=[CH:7][C:6]1=[O:17])[CH2:2][CH2:3][CH3:4]. (6) The product is: [Cl:58][C:57]1[CH:56]=[C:55]([F:59])[CH:54]=[C:53]([Cl:60])[C:52]=1[C:50]1[N:49]([CH2:61][C@@H:62]2[CH2:67][CH2:66][CH2:65][N:64]([C:68]([O:70][C:71]([CH3:72])([CH3:73])[CH3:74])=[O:69])[CH2:63]2)[C:47]2[N:48]=[C:43]([NH:17][CH2:18][C:19]3[CH:24]=[CH:23][C:22]([F:25])=[C:21]([F:26])[CH:20]=3)[N:44]=[CH:45][C:46]=2[CH:51]=1. Given the reactants ClC1C=C(C)C=CC=1C1N(C[C@@H]2CCCN(C(OC(C)(C)C)=O)C2)C2N=C([NH:17][CH2:18][C:19]3[CH:24]=[CH:23][C:22]([F:25])=[C:21]([F:26])[CH:20]=3)N=CC=2C=1.Cl[C:43]1[N:44]=[CH:45][C:46]2[CH:51]=[C:50]([C:52]3[C:57]([Cl:58])=[CH:56][C:55]([F:59])=[CH:54][C:53]=3[Cl:60])[N:49]([CH2:61][C@@H:62]3[CH2:67][CH2:66][CH2:65][N:64]([C:68]([O:70][C:71]([CH3:74])([CH3:73])[CH3:72])=[O:69])[CH2:63]3)[C:47]=2[N:48]=1, predict the reaction product.